This data is from Full USPTO retrosynthesis dataset with 1.9M reactions from patents (1976-2016). The task is: Predict the reactants needed to synthesize the given product. (1) The reactants are: [CH3:1][C:2]1[CH:9]=[C:8]([S:10][C:11]([F:17])([F:16])[C:12]([F:15])([F:14])[F:13])[CH:7]=[CH:6][C:3]=1[NH:4][CH3:5].[F:18][C:19]1[CH:29]=[CH:28][CH:27]=[C:26]([F:30])[C:20]=1[C:21]([N:23]=[C:24]=[O:25])=[O:22].CCCCCC. Given the product [F:18][C:19]1[CH:29]=[CH:28][CH:27]=[C:26]([F:30])[C:20]=1[C:21]([NH:23][C:24](=[O:25])[N:4]([CH3:5])[C:3]1[CH:6]=[CH:7][C:8]([S:10][C:11]([F:17])([F:16])[C:12]([F:13])([F:14])[F:15])=[CH:9][C:2]=1[CH3:1])=[O:22], predict the reactants needed to synthesize it. (2) Given the product [CH3:15][N:16]1[CH:24]=[C:23]2[C:18]([CH:19]=[CH:20][C:21]([CH2:25][NH:26][S:2]([C:5]3[CH:14]=[CH:13][C:8]([C:9]([O:11][CH3:12])=[O:10])=[CH:7][CH:6]=3)(=[O:4])=[O:3])=[CH:22]2)=[N:17]1, predict the reactants needed to synthesize it. The reactants are: Cl[S:2]([C:5]1[CH:14]=[CH:13][C:8]([C:9]([O:11][CH3:12])=[O:10])=[CH:7][CH:6]=1)(=[O:4])=[O:3].[CH3:15][N:16]1[CH:24]=[C:23]2[C:18]([CH:19]=[CH:20][C:21]([CH2:25][NH2:26])=[CH:22]2)=[N:17]1. (3) The reactants are: [NH2:1][C:2]1[CH:34]=[CH:33][C:5]2[N:6]=[C:7]([N:9]3[CH2:14][CH2:13][N:12]([C@H:15]([CH3:32])[C@:16]([C:24]4[CH:29]=[CH:28][C:27]([F:30])=[CH:26][C:25]=4[F:31])([OH:23])[CH2:17][N:18]4[CH:22]=[N:21][CH:20]=[N:19]4)[CH2:11][CH2:10]3)[S:8][C:4]=2[CH:3]=1.Cl[CH2:36][CH2:37][N:38]1[CH2:43][CH2:42][O:41][CH2:40][CH2:39]1.C(=O)([O-])[O-].[K+].[K+]. Given the product [O:41]1[CH2:42][CH2:43][N:38]([CH2:37][CH2:36][NH:1][C:2]2[CH:34]=[CH:33][C:5]3[N:6]=[C:7]([N:9]4[CH2:14][CH2:13][N:12]([C@H:15]([CH3:32])[C@:16]([C:24]5[CH:29]=[CH:28][C:27]([F:30])=[CH:26][C:25]=5[F:31])([OH:23])[CH2:17][N:18]5[CH:22]=[N:21][CH:20]=[N:19]5)[CH2:11][CH2:10]4)[S:8][C:4]=3[CH:3]=2)[CH2:39][CH2:40]1, predict the reactants needed to synthesize it. (4) Given the product [CH3:2][C:3]1[N:7]([CH2:8][C:9]([N:11]2[CH2:16][CH2:15][CH:14]([C:17](=[S:1])[NH2:18])[CH2:13][CH2:12]2)=[O:10])[N:6]=[C:5]([C:19]([F:22])([F:20])[F:21])[CH:4]=1, predict the reactants needed to synthesize it. The reactants are: [SH2:1].[CH3:2][C:3]1[N:7]([CH2:8][C:9]([N:11]2[CH2:16][CH2:15][CH:14]([C:17]#[N:18])[CH2:13][CH2:12]2)=[O:10])[N:6]=[C:5]([C:19]([F:22])([F:21])[F:20])[CH:4]=1.N(CCO)CCO. (5) Given the product [Br:1][C:2]1[CH:7]=[C:6]([F:8])[C:5]([C:9]2[CH:10]=[CH:11][N:12]([CH3:13])[N:18]=2)=[C:4]([F:16])[CH:3]=1, predict the reactants needed to synthesize it. The reactants are: [Br:1][C:2]1[CH:7]=[C:6]([F:8])[C:5]([C:9](=O)[CH:10]=[CH:11][N:12](C)[CH3:13])=[C:4]([F:16])[CH:3]=1.C[NH:18]N.